This data is from Full USPTO retrosynthesis dataset with 1.9M reactions from patents (1976-2016). The task is: Predict the reactants needed to synthesize the given product. (1) Given the product [F:1][C:2]1[CH:19]=[CH:18][CH:17]=[CH:16][C:3]=1[CH2:4][O:5][C:6]1[CH:11]=[CH:10][C:9]([N+:12]([O-:14])=[O:13])=[CH:8][C:7]=1[C:25]#[C:24][Si:21]([CH3:23])([CH3:22])[CH3:20], predict the reactants needed to synthesize it. The reactants are: [F:1][C:2]1[CH:19]=[CH:18][CH:17]=[CH:16][C:3]=1[CH2:4][O:5][C:6]1[CH:11]=[CH:10][C:9]([N+:12]([O-:14])=[O:13])=[CH:8][C:7]=1I.[CH3:20][Si:21]([C:24]#[CH:25])([CH3:23])[CH3:22].C(N(CC)CC)C. (2) Given the product [CH2:30]([N:18]([CH2:11][C:12]1[CH:13]=[CH:14][CH:15]=[CH:16][CH:17]=1)[CH:19]([C:23]1([O:29][C:38]2[C:43]([F:44])=[C:42]([F:45])[CH:41]=[CH:40][C:39]=2[N+:46]([O-:48])=[O:47])[CH2:28][CH2:27][O:26][CH2:25][CH2:24]1)[C:20]([OH:22])=[O:21])[C:31]1[CH:36]=[CH:35][CH:34]=[CH:33][CH:32]=1, predict the reactants needed to synthesize it. The reactants are: C[Si]([N-][Si](C)(C)C)(C)C.[K+].[CH2:11]([N:18]([CH2:30][C:31]1[CH:36]=[CH:35][CH:34]=[CH:33][CH:32]=1)[CH:19]([C:23]1([OH:29])[CH2:28][CH2:27][O:26][CH2:25][CH2:24]1)[C:20]([OH:22])=[O:21])[C:12]1[CH:17]=[CH:16][CH:15]=[CH:14][CH:13]=1.F[C:38]1[C:43]([F:44])=[C:42]([F:45])[CH:41]=[CH:40][C:39]=1[N+:46]([O-:48])=[O:47].OS([O-])(=O)=O.[K+]. (3) Given the product [C:5]([S:1][CH2:2][Si:24]([O:31][CH2:32][CH3:33])([O:28][CH2:29][CH3:30])[O:25][CH2:26][CH3:27])(=[O:9])[CH3:4], predict the reactants needed to synthesize it. The reactants are: [S:1]1[CH:5]=[CH:4]C=[C:2]1C(O)=O.[O-:9]CC.[Na+].S1C=CC=C1CC(O)=O.ClC[Si:24]([O:31][CH2:32][CH3:33])([O:28][CH2:29][CH3:30])[O:25][CH2:26][CH3:27].